Dataset: Forward reaction prediction with 1.9M reactions from USPTO patents (1976-2016). Task: Predict the product of the given reaction. (1) Given the reactants C([O:4][CH2:5][CH2:6][O:7][C:8]1[CH:13]=[C:12]([O:14][CH3:15])[CH:11]=[CH:10][C:9]=1[C:16](=[O:37])[C:17]1[CH:22]=[CH:21][CH:20]=[C:19]([O:23][CH2:24][C:25]2[N:26]=[C:27]([C:31]3[CH:36]=[CH:35][CH:34]=[CH:33][CH:32]=3)[O:28][C:29]=2[CH3:30])[CH:18]=1)(=O)C.[O:38]1CCCC1.[BH4-].[Na+], predict the reaction product. The product is: [OH:37][CH:16]([C:17]1[CH:22]=[CH:21][CH:20]=[C:19]([O:23][CH2:24][C:25]2[N:26]=[C:27]([C:31]3[CH:32]=[CH:33][CH:34]=[CH:35][CH:36]=3)[O:28][C:29]=2[CH3:30])[CH:18]=1)[C:9]1[CH:10]=[CH:11][C:12]([O:14][CH3:15])=[CH:13][C:8]=1[O:7][CH2:6][C:5]([OH:38])=[O:4]. (2) The product is: [CH2:33]([O:32][CH2:31][C:20]1[N:21]([CH2:22][C:23]([CH3:25])([NH:26][S:27]([CH3:30])(=[O:29])=[O:28])[CH3:24])[C:17]2[C:16]3[CH:15]=[CH:14][CH:13]=[CH:12][C:11]=3[N:10]=[C:9]([NH:8][C:36](=[O:37])[O:38][CH2:39][CH2:40][CH3:41])[C:18]=2[N:19]=1)[CH3:34]. Given the reactants C(N(CC)CC)C.[NH2:8][C:9]1[C:18]2[N:19]=[C:20]([CH2:31][O:32][CH2:33][CH3:34])[N:21]([CH2:22][C:23]([NH:26][S:27]([CH3:30])(=[O:29])=[O:28])([CH3:25])[CH3:24])[C:17]=2[C:16]2[CH:15]=[CH:14][CH:13]=[CH:12][C:11]=2[N:10]=1.Cl[C:36]([O:38][CH2:39][CH2:40][CH3:41])=[O:37], predict the reaction product. (3) Given the reactants C([O-])([O-])=O.[K+].[K+].[F:7][C:8]1[C:21]2[C:20](=[O:22])[C:19]3[C:14](=[CH:15][CH:16]=[CH:17][CH:18]=3)[S:13][C:12]=2[C:11]([OH:23])=[CH:10][CH:9]=1.[CH2:24](Br)[C:25]1[CH:30]=[CH:29][CH:28]=[CH:27][CH:26]=1, predict the reaction product. The product is: [CH2:24]([O:23][C:11]1[C:12]2[S:13][C:14]3[C:19](=[CH:18][CH:17]=[CH:16][CH:15]=3)[C:20](=[O:22])[C:21]=2[C:8]([F:7])=[CH:9][CH:10]=1)[C:25]1[CH:30]=[CH:29][CH:28]=[CH:27][CH:26]=1. (4) Given the reactants [I:1][C:2]1[C:3]([O:12][CH3:13])=[CH:4][C:5]([CH:9]([CH3:11])[CH3:10])=[C:6]([OH:8])[CH:7]=1.CC([O-])(C)C.[K+].[O-]C1C=CC=CC=1.[C:27]([CH2:29]OS(C1C=CC(C)=CC=1)(=O)=O)#[N:28], predict the reaction product. The product is: [I:1][C:2]1[C:3]([O:12][CH3:13])=[CH:4][C:5]([CH:9]([CH3:11])[CH3:10])=[C:6]([CH:7]=1)[O:8][CH2:29][C:27]#[N:28]. (5) Given the reactants Cl.[NH2:2][C@H:3]1[CH2:7][CH2:6][CH2:5][C@@H:4]1[NH:8][C:9](=[O:22])[C:10]1[CH:15]=[C:14]([CH3:16])[CH:13]=[CH:12][C:11]=1[N:17]1[N:21]=[CH:20][CH:19]=[N:18]1.CCN(C(C)C)C(C)C.Cl[C:33]1[N:42]=[CH:41][C:40]2[C:35](=[CH:36][CH:37]=[CH:38][CH:39]=2)[N:34]=1.O, predict the reaction product. The product is: [CH3:16][C:14]1[CH:13]=[CH:12][C:11]([N:17]2[N:18]=[CH:19][CH:20]=[N:21]2)=[C:10]([CH:15]=1)[C:9]([NH:8][C@H:4]1[CH2:5][CH2:6][CH2:7][C@@H:3]1[NH:2][C:33]1[N:42]=[CH:41][C:40]2[C:35](=[CH:36][CH:37]=[CH:38][CH:39]=2)[N:34]=1)=[O:22].